Dataset: Full USPTO retrosynthesis dataset with 1.9M reactions from patents (1976-2016). Task: Predict the reactants needed to synthesize the given product. (1) The reactants are: [C:1]([C:3]1([C:6]2[CH:15]=[CH:14][CH:13]=[CH:12][C:7]=2[C:8]([O:10]C)=[O:9])[CH2:5][CH2:4]1)#[N:2].[OH-].[Li+]. Given the product [C:1]([C:3]1([C:6]2[CH:15]=[CH:14][CH:13]=[CH:12][C:7]=2[C:8]([OH:10])=[O:9])[CH2:4][CH2:5]1)#[N:2], predict the reactants needed to synthesize it. (2) Given the product [C:1]([C:5]1[O:9][C:8]([C@@H:10]2[C@H:14]3[O:15][C:16]([CH3:18])([CH3:19])[O:17][C@H:13]3[CH:12]([N:20]3[CH:28]=[N:27][C:26]4[C:21]3=[N:22][CH:23]=[N:24][C:25]=4[NH:44][C:43]3[CH:45]=[CH:46][C:40]([Cl:39])=[CH:41][C:42]=3[F:47])[O:11]2)=[N:7][N:6]=1)([CH3:3])([CH3:2])[CH3:4], predict the reactants needed to synthesize it. The reactants are: [C:1]([C:5]1[O:9][C:8]([C@@H:10]2[C@H:14]3[O:15][C:16]([CH3:19])([CH3:18])[O:17][C@H:13]3[C@H:12]([N:20]3[CH:28]=[N:27][C:26]4[C:21]3=[N:22][CH:23]=[N:24][C:25]=4Cl)[O:11]2)=[N:7][N:6]=1)([CH3:4])([CH3:3])[CH3:2].C([O-])([O-])=O.[Ca+2].C(O)(=O)C.[Cl:39][C:40]1[CH:46]=[CH:45][C:43]([NH2:44])=[C:42]([F:47])[CH:41]=1. (3) Given the product [F:20][C:17]1[CH:16]=[C:13]([C:14]#[N:15])[C:12]([C:5]2[CH:6]=[CH:7][C:2]([OH:1])=[CH:3][CH:4]=2)=[CH:19][CH:18]=1, predict the reactants needed to synthesize it. The reactants are: [OH:1][C:2]1[CH:7]=[CH:6][C:5](B(O)O)=[CH:4][CH:3]=1.Br[C:12]1[CH:19]=[CH:18][C:17]([F:20])=[CH:16][C:13]=1[C:14]#[N:15].C([O-])([O-])=O.[Na+].[Na+]. (4) Given the product [C:21]([O:24][CH2:25][C:26]1[C:27]([N:41]2[CH2:53][CH2:52][N:44]3[C:45]4[CH2:46][CH2:47][CH2:48][CH2:49][C:50]=4[CH:51]=[C:43]3[C:42]2=[O:54])=[N:28][CH:29]=[CH:30][C:31]=1[C:2]1[CH:3]=[C:4]([NH:10][C:11]2[CH:20]=[C:14]3[CH2:15][N:16]([CH3:19])[CH2:17][CH2:18][N:13]3[N:12]=2)[C:5](=[O:9])[N:6]([CH3:8])[CH:7]=1)(=[O:23])[CH3:22], predict the reactants needed to synthesize it. The reactants are: Br[C:2]1[CH:3]=[C:4]([NH:10][C:11]2[CH:20]=[C:14]3[CH2:15][N:16]([CH3:19])[CH2:17][CH2:18][N:13]3[N:12]=2)[C:5](=[O:9])[N:6]([CH3:8])[CH:7]=1.[C:21]([O:24][CH2:25][C:26]1[C:27]([N:41]2[CH2:53][CH2:52][N:44]3[C:45]4[CH2:46][CH2:47][CH2:48][CH2:49][C:50]=4[CH:51]=[C:43]3[C:42]2=[O:54])=[N:28][CH:29]=[CH:30][C:31]=1B1OC(C)(C)C(C)(C)O1)(=[O:23])[CH3:22].CC([O-])=O.[Na+].[O-]P([O-])([O-])=O.[K+].[K+].[K+].